From a dataset of Catalyst prediction with 721,799 reactions and 888 catalyst types from USPTO. Predict which catalyst facilitates the given reaction. Reactant: [CH3:1][N:2]1[C:10]2[C:5](=[C:6]([CH3:11])[CH:7]=[CH:8][CH:9]=2)[CH:4]=[CH:3]1.[Li]CCCC.[C:17](=[O:19])=[O:18].O. Product: [CH3:1][N:2]1[C:10]2[C:5](=[C:6]([CH3:11])[CH:7]=[CH:8][CH:9]=2)[CH:4]=[C:3]1[C:17]([OH:19])=[O:18]. The catalyst class is: 28.